Dataset: Peptide-MHC class I binding affinity with 185,985 pairs from IEDB/IMGT. Task: Regression. Given a peptide amino acid sequence and an MHC pseudo amino acid sequence, predict their binding affinity value. This is MHC class I binding data. The peptide sequence is EFFGWAEGY. The MHC is HLA-A02:01 with pseudo-sequence HLA-A02:01. The binding affinity (normalized) is 0.0847.